From a dataset of Reaction yield outcomes from USPTO patents with 853,638 reactions. Predict the reaction yield, written as a fraction of the theoretical maximum amount of product (1.0 means a 100% yield; for example, 0.34 means a 34% yield). The reactants are Cl.Cl.Cl.[O:4]1[C:12]2[CH:11]=[CH:10][N:9]=[C:8]([N:13]3[CH2:18][CH2:17][N:16]([CH2:19][CH2:20][C@H:21]4[CH2:26][CH2:25][C@H:24]([NH2:27])[CH2:23][CH2:22]4)[CH2:15][CH2:14]3)[C:7]=2[CH:6]=[CH:5]1.[C:28](O)(=[O:31])[CH2:29][CH3:30].CCN(C(C)C)C(C)C.CN(C(ON1N=NC2C=CC=CC1=2)=[N+](C)C)C.[B-](F)(F)(F)F.C([O-])(O)=O.[Na+]. The catalyst is CN(C=O)C. The product is [O:4]1[C:12]2[CH:11]=[CH:10][N:9]=[C:8]([N:13]3[CH2:18][CH2:17][N:16]([CH2:19][CH2:20][C@H:21]4[CH2:26][CH2:25][C@H:24]([NH:27][C:28](=[O:31])[CH2:29][CH3:30])[CH2:23][CH2:22]4)[CH2:15][CH2:14]3)[C:7]=2[CH:6]=[CH:5]1. The yield is 0.930.